Dataset: Catalyst prediction with 721,799 reactions and 888 catalyst types from USPTO. Task: Predict which catalyst facilitates the given reaction. (1) Reactant: Cl[C:2]1[C:3]([CH:8]2[CH2:11][N:10]([C:12]([O:14][C:15]([CH3:18])([CH3:17])[CH3:16])=[O:13])[CH2:9]2)=[N:4][CH:5]=[CH:6][N:7]=1.[CH3:19][C:20]1[CH:21]=[C:22](B(O)O)[CH:23]=[CH:24][CH:25]=1.[O-]P([O-])([O-])=O.[K+].[K+].[K+].O. Product: [C:15]([O:14][C:12]([N:10]1[CH2:11][CH:8]([C:3]2[C:2]([C:24]3[CH:25]=[C:20]([CH3:19])[CH:21]=[CH:22][CH:23]=3)=[N:7][CH:6]=[CH:5][N:4]=2)[CH2:9]1)=[O:13])([CH3:18])([CH3:17])[CH3:16]. The catalyst class is: 75. (2) Reactant: [C:1]1([C@H:7]2[CH2:11][O:10][C:9](=[O:12])[N:8]2[CH:13]([CH3:18])[C:14]([O:16]C)=[O:15])[CH:6]=[CH:5][CH:4]=[CH:3][CH:2]=1.[Li+].[OH-].N1CCC1=O. Product: [C:1]1([C@H:7]2[CH2:11][O:10][C:9](=[O:12])[N:8]2[CH:13]([CH3:18])[C:14]([OH:16])=[O:15])[CH:2]=[CH:3][CH:4]=[CH:5][CH:6]=1. The catalyst class is: 24. (3) Reactant: [Cl:1][C:2]1[CH:12]=[CH:11][C:5]2[CH2:6][CH2:7][NH:8][CH2:9][CH2:10][C:4]=2[C:3]=1[CH2:13][S:14][C:15]1[S:16][CH:17]=[C:18]([CH3:20])[N:19]=1.[C:21]([OH:28])(=[O:27])[CH2:22][CH2:23][C:24]([OH:26])=[O:25]. Product: [C:21]([OH:28])(=[O:27])[CH2:22][CH2:23][C:24]([OH:26])=[O:25].[Cl:1][C:2]1[CH:12]=[CH:11][C:5]2[CH2:6][CH2:7][NH:8][CH2:9][CH2:10][C:4]=2[C:3]=1[CH2:13][S:14][C:15]1[S:16][CH:17]=[C:18]([CH3:20])[N:19]=1. The catalyst class is: 8. (4) Reactant: Cl[CH2:2][C:3]1[CH:8]=[CH:7][C:6]([C:9]([F:12])([F:11])[F:10])=[CH:5][C:4]=1[N+:13]([O-:15])=[O:14].[CH3:16][N:17]1[CH2:22][CH2:21][NH:20][CH2:19][CH2:18]1.C([O-])(O)=O.[Na+]. Product: [CH3:16][N:17]1[CH2:22][CH2:21][N:20]([CH2:2][C:3]2[CH:8]=[CH:7][C:6]([C:9]([F:12])([F:11])[F:10])=[CH:5][C:4]=2[N+:13]([O-:15])=[O:14])[CH2:19][CH2:18]1. The catalyst class is: 1. (5) Reactant: [OH:1][CH2:2][CH:3]1[CH2:8][CH2:7][CH:6]([N:9]2[CH2:14][CH2:13][N:12]([C:15]([O:17][C:18]([CH3:21])([CH3:20])[CH3:19])=[O:16])[CH2:11][C@@H:10]2[CH3:22])[CH2:5][CH2:4]1.C(N(CC)CC)C.[CH3:30][S:31](Cl)(=[O:33])=[O:32]. Product: [CH3:22][C@@H:10]1[N:9]([CH:6]2[CH2:5][CH2:4][CH:3]([CH2:2][O:1][S:31]([CH3:30])(=[O:33])=[O:32])[CH2:8][CH2:7]2)[CH2:14][CH2:13][N:12]([C:15]([O:17][C:18]([CH3:21])([CH3:20])[CH3:19])=[O:16])[CH2:11]1. The catalyst class is: 2. (6) Reactant: Br[C:2]1[S:3][CH:4]=[C:5]([Br:7])[CH:6]=1.[OH:8][C:9]1[CH:14]=[CH:13][C:12](B(O)O)=[CH:11][CH:10]=1. Product: [Br:7][C:5]1[CH:6]=[C:2]([C:12]2[CH:13]=[CH:14][C:9]([OH:8])=[CH:10][CH:11]=2)[S:3][CH:4]=1. The catalyst class is: 6. (7) Reactant: Br[CH2:2][C:3]1[CH:8]=[CH:7][N:6]=[CH:5][C:4]=1[N+:9]([O-:11])=[O:10].[P:12]([O:19]CC)([O:16][CH2:17][CH3:18])[O:13][CH2:14][CH3:15]. Product: [N+:9]([C:4]1[CH:5]=[N:6][CH:7]=[CH:8][C:3]=1[CH2:2][P:12](=[O:19])([O:16][CH2:17][CH3:18])[O:13][CH2:14][CH3:15])([O-:11])=[O:10]. The catalyst class is: 11.